From a dataset of Catalyst prediction with 721,799 reactions and 888 catalyst types from USPTO. Predict which catalyst facilitates the given reaction. Reactant: [N:1]1[CH:6]=[CH:5][C:4]([C:7]2[CH:8]=[C:9]([C:14]3[CH:19]=[CH:18][CH:17]=[CH:16][CH:15]=3)[CH:10]=[CH:11][C:12]=2[OH:13])=[CH:3][N:2]=1.[C:20]([C:22]1[CH:23]=[C:24]([S:29]([NH:32][C:33]2[S:37][N:36]=[CH:35][N:34]=2)(=[O:31])=[O:30])[CH:25]=[CH:26][C:27]=1F)#[N:21].C(=O)([O-])[O-].[K+].[K+]. Product: [C:20]([C:22]1[CH:23]=[C:24]([S:29]([NH:32][C:33]2[S:37][N:36]=[CH:35][N:34]=2)(=[O:31])=[O:30])[CH:25]=[CH:26][C:27]=1[O:13][C:12]1[CH:11]=[CH:10][C:9]([C:14]2[CH:19]=[CH:18][CH:17]=[CH:16][CH:15]=2)=[CH:8][C:7]=1[C:4]1[CH:5]=[CH:6][N:1]=[N:2][CH:3]=1)#[N:21]. The catalyst class is: 16.